From a dataset of Reaction yield outcomes from USPTO patents with 853,638 reactions. Predict the reaction yield, written as a fraction of the theoretical maximum amount of product (1.0 means a 100% yield; for example, 0.34 means a 34% yield). The reactants are [Cl:1][C:2]1[CH:7]=[CH:6][C:5]([C:8]2[C:12]([CH2:13][CH2:14][C:15]([OH:17])=[O:16])=[CH:11][O:10][N:9]=2)=[CH:4][C:3]=1[F:18].S(=O)(=O)(O)O.[CH3:24]O. No catalyst specified. The product is [Cl:1][C:2]1[CH:7]=[CH:6][C:5]([C:8]2[C:12]([CH2:13][CH2:14][C:15]([O:17][CH3:24])=[O:16])=[CH:11][O:10][N:9]=2)=[CH:4][C:3]=1[F:18]. The yield is 0.960.